Dataset: NCI-60 drug combinations with 297,098 pairs across 59 cell lines. Task: Regression. Given two drug SMILES strings and cell line genomic features, predict the synergy score measuring deviation from expected non-interaction effect. (1) Drug 1: CN(C)C1=NC(=NC(=N1)N(C)C)N(C)C. Drug 2: C1CN(CCN1C(=O)CCBr)C(=O)CCBr. Cell line: TK-10. Synergy scores: CSS=-6.61, Synergy_ZIP=4.27, Synergy_Bliss=1.98, Synergy_Loewe=-9.37, Synergy_HSA=-6.55. (2) Drug 1: CC=C1C(=O)NC(C(=O)OC2CC(=O)NC(C(=O)NC(CSSCCC=C2)C(=O)N1)C(C)C)C(C)C. Drug 2: CC1=C(C(=O)C2=C(C1=O)N3CC4C(C3(C2COC(=O)N)OC)N4)N. Cell line: K-562. Synergy scores: CSS=77.0, Synergy_ZIP=-2.40, Synergy_Bliss=-2.67, Synergy_Loewe=-10.2, Synergy_HSA=1.58. (3) Drug 1: CC=C1C(=O)NC(C(=O)OC2CC(=O)NC(C(=O)NC(CSSCCC=C2)C(=O)N1)C(C)C)C(C)C. Drug 2: C1=NC2=C(N1)C(=S)N=CN2. Cell line: T-47D. Synergy scores: CSS=17.8, Synergy_ZIP=-5.24, Synergy_Bliss=0.787, Synergy_Loewe=-0.949, Synergy_HSA=2.32. (4) Drug 1: CC1CCC2CC(C(=CC=CC=CC(CC(C(=O)C(C(C(=CC(C(=O)CC(OC(=O)C3CCCCN3C(=O)C(=O)C1(O2)O)C(C)CC4CCC(C(C4)OC)O)C)C)O)OC)C)C)C)OC. Drug 2: CS(=O)(=O)CCNCC1=CC=C(O1)C2=CC3=C(C=C2)N=CN=C3NC4=CC(=C(C=C4)OCC5=CC(=CC=C5)F)Cl. Cell line: CAKI-1. Synergy scores: CSS=12.6, Synergy_ZIP=5.47, Synergy_Bliss=11.8, Synergy_Loewe=7.54, Synergy_HSA=7.68. (5) Drug 1: C1=CC=C(C(=C1)C(C2=CC=C(C=C2)Cl)C(Cl)Cl)Cl. Drug 2: CC1C(C(CC(O1)OC2CC(CC3=C2C(=C4C(=C3O)C(=O)C5=CC=CC=C5C4=O)O)(C(=O)C)O)N)O. Cell line: SNB-19. Synergy scores: CSS=44.2, Synergy_ZIP=-5.78, Synergy_Bliss=-6.34, Synergy_Loewe=-2.14, Synergy_HSA=-1.15. (6) Drug 1: C1CCC(C(C1)N)N.C(=O)(C(=O)[O-])[O-].[Pt+4]. Drug 2: C(CCl)NC(=O)N(CCCl)N=O. Cell line: NCI-H522. Synergy scores: CSS=35.3, Synergy_ZIP=-8.01, Synergy_Bliss=-3.97, Synergy_Loewe=0.200, Synergy_HSA=1.94. (7) Drug 1: C1C(C(OC1N2C=NC3=C2NC=NCC3O)CO)O. Drug 2: CC12CCC3C(C1CCC2OP(=O)(O)O)CCC4=C3C=CC(=C4)OC(=O)N(CCCl)CCCl.[Na+]. Cell line: MOLT-4. Synergy scores: CSS=10.5, Synergy_ZIP=-0.446, Synergy_Bliss=-0.870, Synergy_Loewe=6.41, Synergy_HSA=-1.40. (8) Drug 1: C1=CC=C(C=C1)NC(=O)CCCCCCC(=O)NO. Drug 2: CC(C)(C1=NC(=CC=C1)N2C3=NC(=NC=C3C(=O)N2CC=C)NC4=CC=C(C=C4)N5CCN(CC5)C)O. Cell line: SW-620. Synergy scores: CSS=78.9, Synergy_ZIP=8.59, Synergy_Bliss=7.78, Synergy_Loewe=-1.81, Synergy_HSA=8.16. (9) Drug 1: C1=NC2=C(N1)C(=S)N=CN2. Drug 2: CN(C(=O)NC(C=O)C(C(C(CO)O)O)O)N=O. Cell line: UACC-257. Synergy scores: CSS=15.2, Synergy_ZIP=-3.73, Synergy_Bliss=0.137, Synergy_Loewe=-13.0, Synergy_HSA=-3.04.